This data is from Full USPTO retrosynthesis dataset with 1.9M reactions from patents (1976-2016). The task is: Predict the reactants needed to synthesize the given product. (1) The reactants are: [CH3:1][N:2]1[C:10]([CH2:11][N:12]2[CH2:17][CH2:16][CH:15]([C:18]([OH:21])([CH3:20])[CH3:19])[CH2:14][CH2:13]2)=[N:9][C:8]2[C:3]1=[N:4][C:5]([Sn](CCCC)(CCCC)CCCC)=[N:6][C:7]=2[N:22]1[CH2:27][CH2:26][O:25][CH2:24][CH2:23]1.Br[C:42]1[N:47]2[CH:48]=[CH:49][N:50]=[C:46]2[CH:45]=[CH:44][CH:43]=1. Given the product [N:50]1[CH:49]=[CH:48][N:47]2[C:42]([C:5]3[N:4]=[C:3]4[C:8]([N:9]=[C:10]([CH2:11][N:12]5[CH2:13][CH2:14][CH:15]([C:18]([OH:21])([CH3:19])[CH3:20])[CH2:16][CH2:17]5)[N:2]4[CH3:1])=[C:7]([N:22]4[CH2:27][CH2:26][O:25][CH2:24][CH2:23]4)[N:6]=3)=[CH:43][CH:44]=[CH:45][C:46]=12, predict the reactants needed to synthesize it. (2) Given the product [CH2:1]([O:8][C:9]([N:11]1[CH2:16][CH2:15][N:14]([C:17]2[CH:22]=[CH:21][C:20]([C:23]3[N:27]=[N:26][N:25]([CH2:35][CH2:36][OH:37])[N:24]=3)=[CH:19][N:18]=2)[CH2:13][CH2:12]1)=[O:10])[C:2]1[CH:7]=[CH:6][CH:5]=[CH:4][CH:3]=1, predict the reactants needed to synthesize it. The reactants are: [CH2:1]([O:8][C:9]([N:11]1[CH2:16][CH2:15][N:14]([C:17]2[CH:22]=[CH:21][C:20]([C:23]3[N:24]=[N:25][NH:26][N:27]=3)=[CH:19][N:18]=2)[CH2:13][CH2:12]1)=[O:10])[C:2]1[CH:7]=[CH:6][CH:5]=[CH:4][CH:3]=1.C(=O)([O-])[O-].[K+].[K+].Br[CH2:35][CH2:36][OH:37].O. (3) Given the product [N:1]([C:2]1[C:11]2[C:6](=[CH:7][CH:8]=[CH:9][CH:10]=2)[C:5]([C:12]#[N:13])=[N:4][CH:3]=1)=[C:14]=[S:15], predict the reactants needed to synthesize it. The reactants are: [NH2:1][C:2]1[C:11]2[C:6](=[CH:7][CH:8]=[CH:9][CH:10]=2)[C:5]([C:12]#[N:13])=[N:4][CH:3]=1.[C:14](Cl)(Cl)=[S:15]. (4) The reactants are: [CH3:1][C:2]1[N:3]=[C:4]([NH:25][CH3:26])[S:5][C:6]=1[C:7]1[CH:12]=[CH:11][N:10]=[C:9]([NH:13][C:14]2[CH:15]=[C:16]([CH:22]=[CH:23][CH:24]=2)[CH2:17][NH:18]C(=O)C)[N:8]=1.Cl.CO. Given the product [NH2:18][CH2:17][C:16]1[CH:15]=[C:14]([NH:13][C:9]2[N:8]=[C:7]([C:6]3[S:5][C:4]([NH:25][CH3:26])=[N:3][C:2]=3[CH3:1])[CH:12]=[CH:11][N:10]=2)[CH:24]=[CH:23][CH:22]=1, predict the reactants needed to synthesize it. (5) The reactants are: C[Si](C=[N+]=[N-])(C)C.[OH:8][C:9]1[CH:10]=[C:11]([CH2:15][CH2:16][C:17]([OH:19])=[O:18])[CH:12]=[CH:13][CH:14]=1.[C:20](O)(=O)C. Given the product [OH:8][C:9]1[CH:10]=[C:11]([CH2:15][CH2:16][C:17]([O:19][CH3:20])=[O:18])[CH:12]=[CH:13][CH:14]=1, predict the reactants needed to synthesize it. (6) The reactants are: Br[C:2]1[N:7]=[CH:6][C:5]([C:8]2[N:17]([C:18]3[CH:23]=[CH:22][C:21]([Cl:24])=[CH:20][CH:19]=3)[C:16](=[O:25])[C:15]3[C:10](=[CH:11][CH:12]=[CH:13][CH:14]=3)[N:9]=2)=[CH:4][CH:3]=1.CC([O-])(C)C.[Na+].[CH2:32]([NH:34][CH2:35][CH3:36])[CH3:33]. Given the product [Cl:24][C:21]1[CH:22]=[CH:23][C:18]([N:17]2[C:16](=[O:25])[C:15]3[C:10](=[CH:11][CH:12]=[CH:13][CH:14]=3)[N:9]=[C:8]2[C:5]2[CH:6]=[N:7][C:2]([N:34]([CH2:35][CH3:36])[CH2:32][CH3:33])=[CH:3][CH:4]=2)=[CH:19][CH:20]=1, predict the reactants needed to synthesize it.